This data is from Peptide-MHC class I binding affinity with 185,985 pairs from IEDB/IMGT. The task is: Regression. Given a peptide amino acid sequence and an MHC pseudo amino acid sequence, predict their binding affinity value. This is MHC class I binding data. The peptide sequence is WLWVSSSDM. The MHC is HLA-B46:01 with pseudo-sequence HLA-B46:01. The binding affinity (normalized) is 0.0847.